Dataset: Full USPTO retrosynthesis dataset with 1.9M reactions from patents (1976-2016). Task: Predict the reactants needed to synthesize the given product. (1) The reactants are: [CH3:1][O:2][C:3]1[CH:4]=[C:5]([C:11]2[CH:20]=[C:19]([OH:21])[C:14]3[N:15]([CH3:18])[CH:16]=[N:17][C:13]=3[CH:12]=2)[CH:6]=[CH:7][C:8]=1[O:9][CH3:10].CS(O[C@H:27]([C@@H:29]1[CH2:33][C:32](=[O:34])[N:31]([C@@H:35]([C:37]2[CH:42]=[CH:41][CH:40]=[CH:39][CH:38]=2)[CH3:36])[CH2:30]1)[CH3:28])(=O)=O.C([O-])([O-])=O.[Cs+].[Cs+]. Given the product [CH3:1][O:2][C:3]1[CH:4]=[C:5]([C:11]2[CH:20]=[C:19]([O:21][C@@H:27]([C@H:29]3[CH2:30][N:31]([C@@H:35]([C:37]4[CH:38]=[CH:39][CH:40]=[CH:41][CH:42]=4)[CH3:36])[C:32](=[O:34])[CH2:33]3)[CH3:28])[C:14]3[N:15]([CH3:18])[CH:16]=[N:17][C:13]=3[CH:12]=2)[CH:6]=[CH:7][C:8]=1[O:9][CH3:10], predict the reactants needed to synthesize it. (2) Given the product [NH2:1][C:2]1[CH:7]=[CH:6][C:5]([C:8]2[CH:13]=[CH:12][CH:11]=[C:10]([Cl:14])[CH:9]=2)=[CH:4][C:3]=1[C:15]([CH:17]1[CH2:18][CH2:19]1)([OH:16])[CH3:20], predict the reactants needed to synthesize it. The reactants are: [NH2:1][C:2]1[CH:7]=[CH:6][C:5]([C:8]2[CH:13]=[CH:12][CH:11]=[C:10]([Cl:14])[CH:9]=2)=[CH:4][C:3]=1[C:15]([CH:17]1[CH2:19][CH2:18]1)=[O:16].[CH3:20][Mg]Br. (3) Given the product [CH2:1]([C:5]1[N:6]=[C:7]([CH3:39])[N:8]([C:27]2[CH:28]=[CH:29][C:30]([O:33][C:34]([CH3:38])([CH3:37])[CH2:35][OH:36])=[CH:31][CH:32]=2)[C:9](=[O:26])[C:10]=1[CH2:11][C:12]1[CH:13]=[CH:14][C:15]([C:18]2[CH:23]=[CH:22][CH:21]=[CH:20][C:19]=2[C:24]2[NH:40][C:63](=[O:65])[O:66][N:25]=2)=[CH:16][CH:17]=1)[CH2:2][CH2:3][CH3:4], predict the reactants needed to synthesize it. The reactants are: [CH2:1]([C:5]1[N:6]=[C:7]([CH3:39])[N:8]([C:27]2[CH:32]=[CH:31][C:30]([O:33][C:34]([CH3:38])([CH3:37])[CH2:35][OH:36])=[CH:29][CH:28]=2)[C:9](=[O:26])[C:10]=1[CH2:11][C:12]1[CH:17]=[CH:16][C:15]([C:18]2[C:19]([C:24]#[N:25])=[CH:20][CH:21]=[CH:22][CH:23]=2)=[CH:14][CH:13]=1)[CH2:2][CH2:3][CH3:4].[N:40]1C(C)=CC=CC=1C.FC(F)(F)S(O[Si](C(C)(C)C)(C)C)(=O)=O.[C:63]([O:66]CC)(=[O:65])C.